Dataset: Catalyst prediction with 721,799 reactions and 888 catalyst types from USPTO. Task: Predict which catalyst facilitates the given reaction. Reactant: [NH2:1][CH:2]([C:6]1[CH:11]=[CH:10][C:9]([F:12])=[C:8]([F:13])[CH:7]=1)[CH2:3][CH2:4][OH:5].[CH3:14][C:15]([Si:18](Cl)([CH3:20])[CH3:19])([CH3:17])[CH3:16].CCN(C(C)C)C(C)C.C(Cl)Cl. Product: [Si:18]([O:5][CH2:4][CH2:3][CH:2]([C:6]1[CH:11]=[CH:10][C:9]([F:12])=[C:8]([F:13])[CH:7]=1)[NH2:1])([C:15]([CH3:17])([CH3:16])[CH3:14])([CH3:20])[CH3:19]. The catalyst class is: 850.